Dataset: Forward reaction prediction with 1.9M reactions from USPTO patents (1976-2016). Task: Predict the product of the given reaction. (1) The product is: [Br:3][C:4]1[CH:5]=[C:6]([N:13]2[CH2:19][CH2:18][O:17][CH2:16][CH2:15]2)[C:7]2[N:8]([CH:10]=[CH:11][N:12]=2)[CH:9]=1. Given the reactants [H-].[Na+].[Br:3][C:4]1[CH:5]=[C:6]([NH2:13])[C:7]2[N:8]([CH:10]=[CH:11][N:12]=2)[CH:9]=1.Br[CH2:15][CH2:16][O:17][CH2:18][CH2:19]Br, predict the reaction product. (2) Given the reactants CCN(C(C)C)C(C)C.[CH3:10][NH:11][C:12](=[O:22])[C:13]1[CH:14]=[C:15]([CH:19]=[CH:20][CH:21]=1)[C:16](O)=[O:17].CCN=C=NCCCN(C)C.C1C=CC2N(O)N=NC=2C=1.[NH2:44][CH2:45][C:46]([N:48]1[CH2:53][CH2:52][N:51]([C:54](=[O:65])[C:55]2[CH:60]=[CH:59][CH:58]=[CH:57][C:56]=2[C:61]([F:64])([F:63])[F:62])[CH2:50][CH2:49]1)=[O:47].Cl, predict the reaction product. The product is: [CH3:10][NH:11][C:12](=[O:22])[C:13]1[CH:21]=[CH:20][CH:19]=[C:15]([C:16]([NH:44][CH2:45][C:46](=[O:47])[N:48]2[CH2:49][CH2:50][N:51]([C:54](=[O:65])[C:55]3[CH:60]=[CH:59][CH:58]=[CH:57][C:56]=3[C:61]([F:64])([F:62])[F:63])[CH2:52][CH2:53]2)=[O:17])[CH:14]=1.